The task is: Predict the product of the given reaction.. This data is from Forward reaction prediction with 1.9M reactions from USPTO patents (1976-2016). (1) Given the reactants [NH2:1][C:2]1[CH:3]=[N:4][CH:5]=[CH:6][C:7]=1[C:8]1[CH2:13][C:12]([CH3:15])([CH3:14])[CH2:11][CH:10]([N:16]2[C:24](=[O:25])[C:23]3[C:18](=[CH:19][CH:20]=[CH:21][CH:22]=3)[C:17]2=[O:26])[CH:9]=1.[H][H], predict the reaction product. The product is: [NH2:1][C:2]1[CH:3]=[N:4][CH:5]=[CH:6][C:7]=1[CH:8]1[CH2:9][CH:10]([N:16]2[C:17](=[O:26])[C:18]3[C:23](=[CH:22][CH:21]=[CH:20][CH:19]=3)[C:24]2=[O:25])[CH2:11][C:12]([CH3:15])([CH3:14])[CH2:13]1. (2) Given the reactants [OH:1][CH2:2][CH2:3][NH2:4].[C:5]([C:7]1[C:15]2[C:10](=[CH:11][CH:12]=[C:13]([CH2:16][CH2:17][NH:18][C:19](=[O:33])[C:20]3[CH:25]=[CH:24][C:23]([C:26]4[CH:31]=[CH:30][N:29]=[C:28](Cl)[N:27]=4)=[CH:22][CH:21]=3)[CH:14]=2)[NH:9][CH:8]=1)#[N:6], predict the reaction product. The product is: [C:5]([C:7]1[C:15]2[C:10](=[CH:11][CH:12]=[C:13]([CH2:16][CH2:17][NH:18][C:19](=[O:33])[C:20]3[CH:25]=[CH:24][C:23]([C:26]4[CH:31]=[CH:30][N:29]=[C:28]([NH:4][CH2:3][CH2:2][OH:1])[N:27]=4)=[CH:22][CH:21]=3)[CH:14]=2)[NH:9][CH:8]=1)#[N:6]. (3) Given the reactants [NH2:1][C@@H:2]([C@H:38]([C:46]1[CH:54]=[CH:53][C:49]2[O:50][CH2:51][O:52][C:48]=2[CH:47]=1)[C:39]1[CH:44]=[CH:43][C:42]([Cl:45])=[CH:41][CH:40]=1)[C:3]([NH:5][C:6]1[CH:7]=[N:8][CH:9]=[C:10]([F:37])[C:11]=1[CH2:12][CH2:13][C@H:14]1[O:19][CH2:18][C@@H:17]([CH2:20][O:21][C:22](=[O:29])[NH:23][CH2:24][C:25]([F:28])([F:27])[F:26])[N:16]([C:30]([O:32][C:33]([CH3:36])([CH3:35])[CH3:34])=[O:31])[CH2:15]1)=[O:4].C(N(CC)CC)C.Cl[C:63]([O:65][CH3:66])=[O:64], predict the reaction product. The product is: [O:50]1[C:49]2[CH:53]=[CH:54][C:46]([C@H:38]([C:39]3[CH:40]=[CH:41][C:42]([Cl:45])=[CH:43][CH:44]=3)[C@H:2]([NH:1][C:63]([O:65][CH3:66])=[O:64])[C:3]([NH:5][C:6]3[CH:7]=[N:8][CH:9]=[C:10]([F:37])[C:11]=3[CH2:12][CH2:13][C@H:14]3[O:19][CH2:18][C@@H:17]([CH2:20][O:21][C:22](=[O:29])[NH:23][CH2:24][C:25]([F:27])([F:26])[F:28])[N:16]([C:30]([O:32][C:33]([CH3:34])([CH3:35])[CH3:36])=[O:31])[CH2:15]3)=[O:4])=[CH:47][C:48]=2[O:52][CH2:51]1. (4) Given the reactants [CH3:1][O:2][C:3](=[O:33])[CH:4]([NH:25][C:26]([O:28][C:29]([CH3:32])([CH3:31])[CH3:30])=[O:27])[CH2:5][C:6]1[CH:11]=[CH:10][C:9]([O:12][CH2:13][C:14]2[CH:19]=[CH:18][CH:17]=[CH:16][CH:15]=2)=[CH:8][C:7]=1[CH2:20][O:21]C(=O)C.C(=O)([O-])[O-].[K+].[K+], predict the reaction product. The product is: [CH3:1][O:2][C:3](=[O:33])[CH:4]([NH:25][C:26]([O:28][C:29]([CH3:31])([CH3:30])[CH3:32])=[O:27])[CH2:5][C:6]1[CH:11]=[CH:10][C:9]([O:12][CH2:13][C:14]2[CH:19]=[CH:18][CH:17]=[CH:16][CH:15]=2)=[CH:8][C:7]=1[CH2:20][OH:21].